This data is from Full USPTO retrosynthesis dataset with 1.9M reactions from patents (1976-2016). The task is: Predict the reactants needed to synthesize the given product. (1) The reactants are: [Cl:1][C:2]1[N:3]=[C:4]2[NH:12][C@H:11]([C:13]([F:16])([F:15])[F:14])[CH2:10][CH2:9][N:5]2[C:6](=[O:8])[CH:7]=1.[S:17]1[C:21]2[CH:22]=[CH:23][C:24]([C:26](=[O:29])[CH2:27]Br)=[CH:25][C:20]=2[N:19]=[N:18]1. Given the product [S:17]1[C:21]2[CH:22]=[CH:23][C:24]([C:26](=[O:29])[CH2:27][N:12]3[C:4]4=[N:3][C:2]([Cl:1])=[CH:7][C:6](=[O:8])[N:5]4[CH2:9][CH2:10][C@H:11]3[C:13]([F:14])([F:15])[F:16])=[CH:25][C:20]=2[N:19]=[N:18]1, predict the reactants needed to synthesize it. (2) The reactants are: [NH2:1][C:2]1[CH:7]=[CH:6][N:5]=[CH:4][CH:3]=1.C(N(CC)CC)C.[CH:15]([C:17]1[CH:25]=[CH:24][C:20]([C:21](Cl)=[O:22])=[CH:19][CH:18]=1)=[O:16]. Given the product [CH:15]([C:17]1[CH:25]=[CH:24][C:20]([C:21]([NH:1][C:2]2[CH:7]=[CH:6][N:5]=[CH:4][CH:3]=2)=[O:22])=[CH:19][CH:18]=1)=[O:16], predict the reactants needed to synthesize it. (3) Given the product [O:21]=[C:15]1[CH:14]([N:7]2[C:6](=[O:22])[C:5]3[C:9](=[CH:10][CH:11]=[CH:12][C:4]=3[CH2:3][NH:2][C:50](=[O:51])[CH2:49][C:45]3[S:44][CH:48]=[CH:47][CH:46]=3)[C:8]2=[O:13])[CH2:19][CH2:18][C:17](=[O:20])[NH:16]1, predict the reactants needed to synthesize it. The reactants are: Cl.[NH2:2][CH2:3][C:4]1[CH:12]=[CH:11][CH:10]=[C:9]2[C:5]=1[C:6](=[O:22])[N:7]([CH:14]1[CH2:19][CH2:18][C:17](=[O:20])[NH:16][C:15]1=[O:21])[C:8]2=[O:13].N12CCCN=C1CCCCC2.ON1C2C=CC=CC=2N=N1.[S:44]1[CH:48]=[CH:47][CH:46]=[C:45]1[CH2:49][C:50](O)=[O:51]. (4) Given the product [F:16][C:14]1([F:17])[CH2:13][O:12][C@@:11]([CH2:10][OH:9])([CH3:18])[CH2:15]1, predict the reactants needed to synthesize it. The reactants are: C([O:9][CH2:10][C@:11]1([CH3:18])[CH2:15][C:14]([F:17])([F:16])[CH2:13][O:12]1)(=O)C1C=CC=CC=1.[OH-].[Na+]. (5) The reactants are: Cl[CH2:2][CH2:3][NH:4][S:5]([C:8]1[CH:13]=[CH:12][C:11]([NH:14][C:15]2[CH:20]=[C:19]([O:21][C:22]3[C:23]([CH3:29])=[N:24][C:25]([CH3:28])=[CH:26][CH:27]=3)[CH:18]=[CH:17][N:16]=2)=[CH:10][CH:9]=1)(=[O:7])=[O:6].[NH:30]1[CH2:35][CH2:34][S:33](=[O:37])(=[O:36])[CH2:32][CH2:31]1. Given the product [CH3:29][C:23]1[C:22]([O:21][C:19]2[CH:18]=[CH:17][N:16]=[C:15]([NH:14][C:11]3[CH:12]=[CH:13][C:8]([S:5]([NH:4][CH2:3][CH2:2][N:30]4[CH2:35][CH2:34][S:33](=[O:37])(=[O:36])[CH2:32][CH2:31]4)(=[O:7])=[O:6])=[CH:9][CH:10]=3)[CH:20]=2)=[CH:27][CH:26]=[C:25]([CH3:28])[N:24]=1, predict the reactants needed to synthesize it.